From a dataset of Reaction yield outcomes from USPTO patents with 853,638 reactions. Predict the reaction yield, written as a fraction of the theoretical maximum amount of product (1.0 means a 100% yield; for example, 0.34 means a 34% yield). The reactants are C([N:8]1[C@H:13]([C:14]2[CH:19]=[CH:18][CH:17]=[CH:16][CH:15]=2)[CH2:12][O:11][C@H:10]([CH2:20][O:21][CH3:22])[CH2:9]1)C1C=CC=CC=1.C1(C)C=CC(S(O)(=O)=O)=CC=1.[H][H]. The catalyst is [Pd].CO. The product is [CH3:22][O:21][CH2:20][C@H:10]1[O:11][CH2:12][C@@H:13]([C:14]2[CH:19]=[CH:18][CH:17]=[CH:16][CH:15]=2)[NH:8][CH2:9]1. The yield is 0.790.